This data is from Forward reaction prediction with 1.9M reactions from USPTO patents (1976-2016). The task is: Predict the product of the given reaction. The product is: [CH3:12][O:11][C:7]1[N:6]=[C:5]([C:2]#[N:3])[CH:10]=[CH:9][CH:8]=1. Given the reactants [Cu][C:2]#[N:3].Br[C:5]1[CH:10]=[CH:9][CH:8]=[C:7]([O:11][CH3:12])[N:6]=1.O.C(OCC)(=O)C, predict the reaction product.